From a dataset of Full USPTO retrosynthesis dataset with 1.9M reactions from patents (1976-2016). Predict the reactants needed to synthesize the given product. (1) Given the product [CH3:5]/[C:6](=[CH:12]\[CH:13]=[CH2:14])/[C:7]([O:9][CH2:10][CH3:11])=[O:8], predict the reactants needed to synthesize it. The reactants are: [O-]CC.[Na+].[CH3:5][CH:6]([CH:12]=[C:13]=[CH2:14])[C:7]([O:9][CH2:10][CH3:11])=[O:8]. (2) Given the product [CH2:1]([N:5]1[C:10](=[O:11])[C:9]([CH2:12][NH:29][CH2:26][C:27]#[CH:28])=[CH:8][C:7]([C:18]2[CH:23]=[CH:22][C:21]([S:24][CH3:25])=[CH:20][CH:19]=2)=[N:6]1)[CH:2]([CH3:4])[CH3:3], predict the reactants needed to synthesize it. The reactants are: [CH2:1]([N:5]1[C:10](=[O:11])[C:9]([CH2:12]OS(C)(=O)=O)=[CH:8][C:7]([C:18]2[CH:23]=[CH:22][C:21]([S:24][CH3:25])=[CH:20][CH:19]=2)=[N:6]1)[CH:2]([CH3:4])[CH3:3].[CH2:26]([NH2:29])[C:27]#[CH:28].